Predict which catalyst facilitates the given reaction. From a dataset of Catalyst prediction with 721,799 reactions and 888 catalyst types from USPTO. (1) Product: [F:27][C:25]([F:26])([F:28])[C:23]1[CH:22]=[C:21]([C:29]2([C:34]([F:37])([F:35])[F:36])[CH2:33][CH2:32][N:31]([C:2]3[CH:7]=[CH:6][C:5]([C:8]([O:10][CH2:11][CH3:12])=[O:9])=[C:4]([C:13]([F:16])([F:15])[F:14])[N:3]=3)[CH2:30]2)[CH:20]=[C:19]([C:18]([F:17])([F:38])[F:39])[CH:24]=1. The catalyst class is: 9. Reactant: Cl[C:2]1[CH:7]=[CH:6][C:5]([C:8]([O:10][CH2:11][CH3:12])=[O:9])=[C:4]([C:13]([F:16])([F:15])[F:14])[N:3]=1.[F:17][C:18]([F:39])([F:38])[C:19]1[CH:20]=[C:21]([C:29]2([C:34]([F:37])([F:36])[F:35])[CH2:33][CH2:32][NH:31][CH2:30]2)[CH:22]=[C:23]([C:25]([F:28])([F:27])[F:26])[CH:24]=1.C(=O)([O-])[O-].[K+].[K+]. (2) Reactant: [CH:1]([C:4]1([C:10]#[N:11])[CH2:8][CH2:7][NH:6][C:5]1=[O:9])([CH3:3])[CH3:2].[H-].[Na+].[Br:14][C:15]1[CH:20]=[C:19](F)[CH:18]=[CH:17][N:16]=1.O. Product: [Br:14][C:15]1[CH:20]=[C:19]([N:6]2[CH2:7][CH2:8][C:4]([CH:1]3[CH2:3][CH2:2]3)([C:10]#[N:11])[C:5]2=[O:9])[CH:18]=[CH:17][N:16]=1. The catalyst class is: 9. (3) Reactant: [C@H:1]12[NH:8][C@H:5]([CH2:6][CH2:7]1)[CH2:4][CH2:3][CH:2]2[C:9]([O:11][CH3:12])=[O:10].[F:13][C:14]1[CH:21]=[CH:20][CH:19]=[CH:18][C:15]=1[CH2:16]Br.C(N(CC)C(C)C)(C)C. Product: [F:13][C:14]1[CH:21]=[CH:20][CH:19]=[CH:18][C:15]=1[CH2:16][N:8]1[C@@H:5]2[CH2:6][CH2:7][C@H:1]1[CH:2]([C:9]([O:11][CH3:12])=[O:10])[CH2:3][CH2:4]2. The catalyst class is: 2. (4) Reactant: [NH2:1][C:2]1[S:3][C@:4]2(/[CH:28]=[CH:29]/[C:30](OCC)=[O:31])[C@H:6]([C@:7]([C:11]3[CH:16]=[C:15]([NH:17][C:18](=[O:26])[C:19]4[CH:24]=[CH:23][C:22]([Cl:25])=[CH:21][N:20]=4)[CH:14]=[CH:13][C:12]=3[F:27])([CH2:9][F:10])[N:8]=1)[CH2:5]2.CC(C[AlH]CC(C)C)C. Product: [NH2:1][C:2]1[S:3][C@:4]2(/[CH:28]=[CH:29]/[CH2:30][OH:31])[C@H:6]([C@:7]([C:11]3[CH:16]=[C:15]([NH:17][C:18](=[O:26])[C:19]4[CH:24]=[CH:23][C:22]([Cl:25])=[CH:21][N:20]=4)[CH:14]=[CH:13][C:12]=3[F:27])([CH2:9][F:10])[N:8]=1)[CH2:5]2. The catalyst class is: 1. (5) Reactant: [F:1][C:2]1[CH:3]=[CH:4][C:5]([O:22][CH3:23])=[C:6]([C:8]2[N:12]([CH2:13][CH2:14][O:15][CH2:16][Si:17]([CH3:20])([CH3:19])[CH3:18])[N:11]=[CH:10][C:9]=2[NH2:21])[CH:7]=1.[N:24]1[N:28]2[CH:29]=[CH:30][CH:31]=[N:32][C:27]2=[C:26]([C:33](Cl)=[O:34])[CH:25]=1. Product: [F:1][C:2]1[CH:3]=[CH:4][C:5]([O:22][CH3:23])=[C:6]([C:8]2[N:12]([CH2:13][CH2:14][O:15][CH2:16][Si:17]([CH3:19])([CH3:18])[CH3:20])[N:11]=[CH:10][C:9]=2[NH:21][C:33]([C:26]2[CH:25]=[N:24][N:28]3[CH:29]=[CH:30][CH:31]=[N:32][C:27]=23)=[O:34])[CH:7]=1. The catalyst class is: 7. (6) Reactant: [C:1]([O:4][C@@H:5]1[C@@H:13]([C@@:14]2([CH3:33])[CH2:19][CH2:18][C@H:17]([O:20]C(=O)C)[CH2:16][C@@H:15]2[CH2:24][CH2:25][N:26]2[CH2:31][CH2:30][N:29]([CH3:32])[CH2:28][CH2:27]2)[CH2:12][CH2:11][C@@:10]2([CH3:34])[C@H:6]1[CH2:7][CH2:8][C:9]2=[CH2:35])(=[O:3])[CH3:2].C[O-].[Na+]. Product: [C:1]([O:4][C@@H:5]1[C@@H:13]([C@@:14]2([CH3:33])[CH2:19][CH2:18][C@H:17]([OH:20])[CH2:16][C@@H:15]2[CH2:24][CH2:25][N:26]2[CH2:31][CH2:30][N:29]([CH3:32])[CH2:28][CH2:27]2)[CH2:12][CH2:11][C@@:10]2([CH3:34])[C@H:6]1[CH2:7][CH2:8][C:9]2=[CH2:35])(=[O:3])[CH3:2]. The catalyst class is: 5. (7) Reactant: C([C:3]1[C:11]([O:12][CH2:13][CH:14]2[CH2:19][CH2:18][CH2:17][CH2:16][CH2:15]2)=[CH:10][CH:9]=[CH:8][C:4]=1[C:5]([OH:7])=[O:6])C.[OH-].[Na+].Cl. Product: [CH:14]1([CH2:13][O:12][C:11]2[CH:3]=[C:4]([CH:8]=[CH:9][CH:10]=2)[C:5]([OH:7])=[O:6])[CH2:15][CH2:16][CH2:17][CH2:18][CH2:19]1. The catalyst class is: 353. (8) Reactant: [H-].[Na+].[C:3]([N:10]1[CH2:14][CH2:13][C@H:12]([OH:15])[CH2:11]1)([O:5][C:6]([CH3:9])([CH3:8])[CH3:7])=[O:4].[CH2:16](Br)[C:17]1[CH:22]=[CH:21][CH:20]=[CH:19][CH:18]=1. Product: [CH2:16]([O:15][C@H:12]1[CH2:13][CH2:14][N:10]([C:3]([O:5][C:6]([CH3:9])([CH3:8])[CH3:7])=[O:4])[CH2:11]1)[C:17]1[CH:22]=[CH:21][CH:20]=[CH:19][CH:18]=1. The catalyst class is: 30.